Predict the reaction yield, written as a fraction of the theoretical maximum amount of product (1.0 means a 100% yield; for example, 0.34 means a 34% yield). From a dataset of Reaction yield outcomes from USPTO patents with 853,638 reactions. (1) The reactants are [N+:1]([C:4]1[CH:5]=[C:6]2[CH2:12][C:11]3([CH:17]4[CH2:18][CH2:19][N:14]([CH2:15][CH2:16]4)[CH2:13]3)[O:10][C:7]2=[N:8][CH:9]=1)([O-])=O.[H][H]. The catalyst is [Pd].CO. The product is [NH2:1][C:4]1[CH:5]=[C:6]2[CH2:12][C:11]3([CH:17]4[CH2:16][CH2:15][N:14]([CH2:19][CH2:18]4)[CH2:13]3)[O:10][C:7]2=[N:8][CH:9]=1. The yield is 0.980. (2) The reactants are [N+](C1C=CC=CC=1S([N:13]([CH2:33][C:34]1[CH:39]=[CH:38][CH:37]=[CH:36][N:35]=1)[CH2:14][C:15]1[CH:20]=[CH:19][C:18]([CH2:21][NH:22][CH:23]2[C:32]3[N:31]=[CH:30][CH:29]=[CH:28][C:27]=3[CH2:26][CH2:25][CH2:24]2)=[CH:17][CH:16]=1)(=O)=O)([O-])=O.CN1CCOCC1.[N:47]1[CH:52]=[CH:51][CH:50]=[CH:49][C:48]=1[C:53]([OH:55])=O.ON1C2C=CC=CC=2N=N1.CN(C)CCCN=C=NCC. The catalyst is CN(C=O)C. The product is [N:35]1[CH:36]=[CH:37][CH:38]=[CH:39][C:34]=1[CH2:33][NH:13][CH2:14][C:15]1[CH:16]=[CH:17][C:18]([CH2:21][N:22]([CH:23]2[C:32]3[N:31]=[CH:30][CH:29]=[CH:28][C:27]=3[CH2:26][CH2:25][CH2:24]2)[C:53](=[O:55])[C:48]2[CH:49]=[CH:50][CH:51]=[CH:52][N:47]=2)=[CH:19][CH:20]=1. The yield is 0.940. (3) The reactants are [N:1]1([CH2:6][CH2:7][O:8][C:9]2[CH:14]=[CH:13][C:12]([NH2:15])=[CH:11][CH:10]=2)[CH2:5][CH2:4][CH2:3][CH2:2]1.O[CH:17]=[C:18]1[C:26]2[C:21](=[CH:22][CH:23]=[CH:24][CH:25]=2)[NH:20][C:19]1=[O:27]. No catalyst specified. The product is [N:1]1([CH2:6][CH2:7][O:8][C:9]2[CH:10]=[CH:11][C:12]([NH:15][CH:17]=[C:18]3[C:26]4[C:21](=[CH:22][CH:23]=[CH:24][CH:25]=4)[NH:20][C:19]3=[O:27])=[CH:13][CH:14]=2)[CH2:5][CH2:4][CH2:3][CH2:2]1. The yield is 0.640. (4) The product is [CH2:20]([N:7]([CH2:5][C:4]1[CH:11]=[CH:12][CH:13]=[CH:2][CH:3]=1)[C@@H:6]([CH2:5][C:4]1[CH:11]=[CH:12][CH:13]=[C:2]([F:1])[CH:3]=1)[C:8]([O:10][CH2:20][C:21]1[CH:26]=[CH:25][CH:24]=[CH:23][CH:22]=1)=[O:9])[C:21]1[CH:26]=[CH:25][CH:24]=[CH:23][CH:22]=1. The catalyst is O1CCOCC1.O. The reactants are [F:1][C:2]1[CH:3]=[C:4]([CH:11]=[CH:12][CH:13]=1)[CH2:5][C@@H:6]([C:8]([OH:10])=[O:9])[NH2:7].C([O-])([O-])=O.[K+].[K+].[CH2:20](Br)[C:21]1[CH:26]=[CH:25][CH:24]=[CH:23][CH:22]=1. The yield is 0.770.